Dataset: Reaction yield outcomes from USPTO patents with 853,638 reactions. Task: Predict the reaction yield, written as a fraction of the theoretical maximum amount of product (1.0 means a 100% yield; for example, 0.34 means a 34% yield). The reactants are [NH2:1][C:2]1[N:7]=[CH:6][N:5]=[C:4]2[N:8]([CH2:19][C:20]3[N:21]([C:32]4[CH:37]=[CH:36][CH:35]=[CH:34][C:33]=4[CH3:38])[C:22](=[O:31])[C:23]4[C:28]([CH:29]=3)=[CH:27][CH:26]=[CH:25][C:24]=4[CH3:30])[N:9]=[C:10]([C:11]3[CH:16]=[CH:15][CH:14]=[C:13]([O:17]C)[CH:12]=3)[C:3]=12.B(Br)(Br)Br. The catalyst is C(Cl)Cl. The product is [NH2:1][C:2]1[N:7]=[CH:6][N:5]=[C:4]2[N:8]([CH2:19][C:20]3[N:21]([C:32]4[CH:37]=[CH:36][CH:35]=[CH:34][C:33]=4[CH3:38])[C:22](=[O:31])[C:23]4[C:28]([CH:29]=3)=[CH:27][CH:26]=[CH:25][C:24]=4[CH3:30])[N:9]=[C:10]([C:11]3[CH:16]=[CH:15][CH:14]=[C:13]([OH:17])[CH:12]=3)[C:3]=12. The yield is 0.910.